From a dataset of NCI-60 drug combinations with 297,098 pairs across 59 cell lines. Regression. Given two drug SMILES strings and cell line genomic features, predict the synergy score measuring deviation from expected non-interaction effect. (1) Drug 1: C1CN1P(=S)(N2CC2)N3CC3. Drug 2: CNC(=O)C1=NC=CC(=C1)OC2=CC=C(C=C2)NC(=O)NC3=CC(=C(C=C3)Cl)C(F)(F)F. Cell line: M14. Synergy scores: CSS=7.31, Synergy_ZIP=-1.67, Synergy_Bliss=-1.60, Synergy_Loewe=-5.87, Synergy_HSA=-2.97. (2) Drug 1: CCCS(=O)(=O)NC1=C(C(=C(C=C1)F)C(=O)C2=CNC3=C2C=C(C=N3)C4=CC=C(C=C4)Cl)F. Drug 2: CC1C(C(CC(O1)OC2CC(OC(C2O)C)OC3=CC4=CC5=C(C(=O)C(C(C5)C(C(=O)C(C(C)O)O)OC)OC6CC(C(C(O6)C)O)OC7CC(C(C(O7)C)O)OC8CC(C(C(O8)C)O)(C)O)C(=C4C(=C3C)O)O)O)O. Cell line: K-562. Synergy scores: CSS=34.0, Synergy_ZIP=37.1, Synergy_Bliss=36.6, Synergy_Loewe=36.8, Synergy_HSA=34.4.